Dataset: Reaction yield outcomes from USPTO patents with 853,638 reactions. Task: Predict the reaction yield, written as a fraction of the theoretical maximum amount of product (1.0 means a 100% yield; for example, 0.34 means a 34% yield). (1) The reactants are [Br:1][C:2]1[C:3]([CH3:10])=[C:4]([NH2:9])[C:5]([Cl:8])=[N:6][CH:7]=1.N1C=CC=CC=1.[F:17][C:18]1[CH:26]=[C:25]([F:27])[CH:24]=[CH:23][C:19]=1[C:20](Cl)=[O:21]. The catalyst is C(Cl)Cl. The product is [Br:1][C:2]1[C:3]([CH3:10])=[C:4]([NH:9][C:20](=[O:21])[C:19]2[CH:23]=[CH:24][C:25]([F:27])=[CH:26][C:18]=2[F:17])[C:5]([Cl:8])=[N:6][CH:7]=1. The yield is 0.705. (2) The reactants are [Cl:1][C:2]1[N:6]2[CH:7]=[C:8]([C:15]3[O:16][CH:17]=[CH:18][CH:19]=3)[CH:9]=[C:10]([C:11]([F:14])([F:13])[F:12])[C:5]2=[N:4][C:3]=1C(O)=O.C([N:25]([CH2:28]C)CC)C.C1(P(N=[N+]=[N-])(C2C=CC=CC=2)=[O:37])C=CC=CC=1.[C:47]([OH:51])([CH3:50])([CH3:49])[CH3:48]. No catalyst specified. The product is [C:47]([O:51][C:28](=[O:37])[NH:25][C:3]1[N:4]=[C:5]2[C:10]([C:11]([F:14])([F:12])[F:13])=[CH:9][C:8]([C:15]3[O:16][CH:17]=[CH:18][CH:19]=3)=[CH:7][N:6]2[C:2]=1[Cl:1])([CH3:50])([CH3:49])[CH3:48]. The yield is 0.500. (3) The reactants are C(NC(C)C)(C)C.C([Li])CCC.[I:13][C:14]1[CH:19]=[CH:18][C:17]([CH2:20][C:21]([OH:23])=[O:22])=[CH:16][CH:15]=1.I[CH2:25][CH:26]1[CH2:30][CH2:29][CH2:28][CH2:27]1. The catalyst is O1CCCC1.CN1CCCN(C)C1=O. The product is [CH:26]1([CH2:25][CH:20]([C:17]2[CH:16]=[CH:15][C:14]([I:13])=[CH:19][CH:18]=2)[C:21]([OH:23])=[O:22])[CH2:30][CH2:29][CH2:28][CH2:27]1. The yield is 0.700. (4) The reactants are [Cl:1][C:2]1[CH:7]=[CH:6][C:5]([C:8]2[O:12][N:11]=[C:10]([C:13]3[CH:14]=[C:15]([CH:20]=[CH:21][CH:22]=3)[C:16]([O:18]C)=[O:17])[CH:9]=2)=[CH:4][CH:3]=1.Cl. The catalyst is C1COCC1.O. The product is [Cl:1][C:2]1[CH:3]=[CH:4][C:5]([C:8]2[O:12][N:11]=[C:10]([C:13]3[CH:14]=[C:15]([CH:20]=[CH:21][CH:22]=3)[C:16]([OH:18])=[O:17])[CH:9]=2)=[CH:6][CH:7]=1. The yield is 0.740. (5) The reactants are COC1C=CC(C[NH:8][C:9]2[N:14]=[C:13]([C:15]([N:17]3[CH2:22][CH2:21][CH:20]([N:23]4[CH2:27][CH2:26][CH2:25][CH2:24]4)[CH2:19][CH2:18]3)=[O:16])[C:12]([CH3:28])=[CH:11][C:10]=2[C:29]2[CH:34]=[CH:33][CH:32]=[C:31]([C:35]([F:38])([F:37])[F:36])[CH:30]=2)=CC=1.FC(F)(F)C(O)=O.C(=O)([O-])[O-].[Na+].[Na+]. The catalyst is C(Cl)Cl. The yield is 0.900. The product is [NH2:8][C:9]1[N:14]=[C:13]([C:15]([N:17]2[CH2:22][CH2:21][CH:20]([N:23]3[CH2:24][CH2:25][CH2:26][CH2:27]3)[CH2:19][CH2:18]2)=[O:16])[C:12]([CH3:28])=[CH:11][C:10]=1[C:29]1[CH:34]=[CH:33][CH:32]=[C:31]([C:35]([F:38])([F:37])[F:36])[CH:30]=1. (6) The reactants are Br[C:2]1[N:7]=[CH:6][C:5]([C:8]([OH:10])=O)=[CH:4][CH:3]=1.C(Cl)(=O)C([Cl:14])=O.C(N(CC)CC)C.[NH2:24][C:25]1[N:29](C(OC(C)(C)C)=O)[N:28]=[C:27]([CH2:37][CH2:38][C:39]2[CH:44]=[CH:43][CH:42]=[C:41]([O:45][CH3:46])[CH:40]=2)[CH:26]=1.Cl. The catalyst is C(Cl)Cl.CC(O)C.CO.CN(C=O)C. The product is [Cl:14][C:2]1[N:7]=[CH:6][C:5]([C:8]([NH:24][C:25]2[NH:29][N:28]=[C:27]([CH2:37][CH2:38][C:39]3[CH:44]=[CH:43][CH:42]=[C:41]([O:45][CH3:46])[CH:40]=3)[CH:26]=2)=[O:10])=[CH:4][CH:3]=1. The yield is 0.170.